From a dataset of Forward reaction prediction with 1.9M reactions from USPTO patents (1976-2016). Predict the product of the given reaction. (1) Given the reactants Cl[C:2]1[N:9]=[CH:8][CH:7]=[CH:6][C:3]=1[C:4]#[N:5].[F:10][C:11]1[CH:16]=[C:15]([F:17])[CH:14]=[CH:13][C:12]=1B(O)O, predict the reaction product. The product is: [F:10][C:11]1[CH:16]=[C:15]([F:17])[CH:14]=[CH:13][C:12]=1[C:2]1[N:9]=[CH:8][CH:7]=[CH:6][C:3]=1[C:4]#[N:5]. (2) Given the reactants [C:1]1([CH3:21])[CH:6]=[CH:5][C:4]([NH:7][C:8]2[C:13]3[O:14][C:15]4[CH:20]=[CH:19][CH:18]=[CH:17][C:16]=4[C:12]=3[CH:11]=[CH:10][CH:9]=2)=[CH:3][CH:2]=1.FC(F)(F)S(OC1C=CC2C3[C:37]([C:38]4[CH:39]=[CH:40][CH:41]=[CH:42][C:43]=4C=2C=1)=[CH:36][C:35]1=[CH:46][C:47]2[C:52]([C:51]4([C:64]5[CH:63]=[CH:62][CH:61]=[CH:60][C:59]=5[C:58]5[C:53]4=[CH:54][CH:55]=[CH:56][CH:57]=5)[CH:50]=[CH:49][CH:48]=2)=[C:34]1[CH:33]=3)(=O)=O.C(=O)([O-])[O-].[K+].[K+].[C:73]1([CH3:79])[CH:78]=[CH:77][CH:76]=[CH:75][CH:74]=1, predict the reaction product. The product is: [CH:39]1[C:38]2[C:37]3[C:21](=[CH:33][C:34]4[C:35](=[CH:46][C:47]5[C:52]=4[C:51]4([C:53]6[CH:54]=[CH:55][CH:56]=[CH:57][C:58]=6[C:59]6[C:64]4=[CH:63][CH:62]=[CH:61][CH:60]=6)[CH:50]=[CH:49][CH:48]=5)[CH:36]=3)[C:1]3[CH:2]=[CH:3][C:4]([N:7]([C:76]4[CH:77]=[CH:78][C:73]([CH3:79])=[CH:74][CH:75]=4)[C:8]4[C:13]5[O:14][C:15]6[CH:20]=[CH:19][CH:18]=[CH:17][C:16]=6[C:12]=5[CH:11]=[CH:10][CH:9]=4)=[CH:5][C:6]=3[C:43]=2[CH:42]=[CH:41][CH:40]=1. (3) Given the reactants [C:1]1([CH2:7][C:8]#[N:9])[CH:6]=[CH:5][CH:4]=[CH:3][CH:2]=1.[H-].[Na+].Cl[CH2:13][CH2:14][N:15]([CH2:28][CH2:29]Cl)[C:16]([N:18]1[C:27]2[C:22](=[CH:23][CH:24]=[CH:25][CH:26]=2)[CH2:21][CH2:20][CH2:19]1)=[O:17].O, predict the reaction product. The product is: [N:18]1([C:16]([N:15]2[CH2:28][CH2:29][C:7]([C:1]3[CH:6]=[CH:5][CH:4]=[CH:3][CH:2]=3)([C:8]#[N:9])[CH2:13][CH2:14]2)=[O:17])[C:27]2[C:22](=[CH:23][CH:24]=[CH:25][CH:26]=2)[CH2:21][CH2:20][CH2:19]1. (4) The product is: [F:42][C:39]1[CH:40]=[CH:41][C:32]([CH2:31][NH:30][C:20]([C:10]2[N:11]=[C:12]3[N:18]([CH3:19])[CH2:17][CH2:16][N:13]3[C:14](=[O:15])[C:9]=2[O:8][CH2:1][C:2]2[CH:7]=[CH:6][CH:5]=[CH:4][CH:3]=2)=[O:21])=[C:33]([C:34](=[O:35])[NH:36][CH3:37])[CH:38]=1. Given the reactants [CH2:1]([O:8][C:9]1[C:14](=[O:15])[N:13]2[CH2:16][CH2:17][N:18]([CH3:19])[C:12]2=[N:11][C:10]=1[C:20](O)=[O:21])[C:2]1[CH:7]=[CH:6][CH:5]=[CH:4][CH:3]=1.FC(F)(F)C(O)=O.[NH2:30][CH2:31][C:32]1[CH:41]=[CH:40][C:39]([F:42])=[CH:38][C:33]=1[C:34]([NH:36][CH3:37])=[O:35], predict the reaction product. (5) Given the reactants C[O:2][C:3](=[O:31])[CH2:4][CH2:5][NH:6][C:7]([C:10]1[CH:19]=[CH:18][C:17]2[C:12](=[CH:13][CH:14]=[C:15]([O:20][CH:21]3[CH2:26][CH2:25][CH:24]([C:27]([CH3:30])([CH3:29])[CH3:28])[CH2:23][CH2:22]3)[CH:16]=2)[N:11]=1)([CH3:9])[CH3:8].[OH-].[Li+].O1CCCC1.O, predict the reaction product. The product is: [C:27]([C@H:24]1[CH2:23][CH2:22][C@H:21]([O:20][C:15]2[CH:16]=[C:17]3[C:12](=[CH:13][CH:14]=2)[N:11]=[C:10]([C:7]([NH:6][CH2:5][CH2:4][C:3]([OH:31])=[O:2])([CH3:9])[CH3:8])[CH:19]=[CH:18]3)[CH2:26][CH2:25]1)([CH3:28])([CH3:29])[CH3:30]. (6) Given the reactants C[Si](C)(C)[O:3][C:4]([C:6]1[CH:11]=[CH:10][C:9]([N:12]2[CH:16]=[N:15][CH:14]=[N:13]2)=[CH:8][CH:7]=1)=[CH2:5].Br[CH:20]([C:25]1[CH:30]=[C:29]([Cl:31])[CH:28]=[C:27]([Cl:32])[CH:26]=1)[C:21]([F:24])([F:23])[F:22].N1C=CC=CC=1C1C=CC=CN=1, predict the reaction product. The product is: [N:12]1([C:9]2[CH:10]=[CH:11][C:6]([C:4](=[O:5])[CH2:3][CH:20]([C:25]3[CH:26]=[C:27]([Cl:32])[CH:28]=[C:29]([Cl:31])[CH:30]=3)[C:21]([F:24])([F:23])[F:22])=[CH:7][CH:8]=2)[CH:16]=[N:15][CH:14]=[N:13]1.